Dataset: Reaction yield outcomes from USPTO patents with 853,638 reactions. Task: Predict the reaction yield, written as a fraction of the theoretical maximum amount of product (1.0 means a 100% yield; for example, 0.34 means a 34% yield). (1) The reactants are [C:1](Cl)(=[O:8])[CH2:2][CH2:3][CH2:4][C:5](Cl)=[O:6].[Cl-].[Al+3].[Cl-].[Cl-].[CH:14]1[CH:19]=[CH:18][CH:17]=[CH:16][CH:15]=1.O. The catalyst is ClCCl. The product is [CH:14]1[CH:19]=[CH:18][C:17]([C:1]([CH2:2][CH2:3][CH2:4][C:5]([C:14]2[CH:19]=[CH:18][CH:17]=[CH:16][CH:15]=2)=[O:6])=[O:8])=[CH:16][CH:15]=1. The yield is 0.270. (2) The reactants are [NH:1]1[C:5]2[CH:6]=[CH:7][CH:8]=[CH:9][C:4]=2[N:3]=[C:2]1[CH2:10][C:11]([OH:13])=O.C(N(CC)CC)C.[CH:21]([C:24]1[CH:25]=[CH:26][C:27]([CH3:31])=[C:28]([CH:30]=1)[NH2:29])([CH3:23])[CH3:22]. The catalyst is C(#N)C. The product is [NH:3]1[C:4]2[CH:9]=[CH:8][CH:7]=[CH:6][C:5]=2[N:1]=[C:2]1[CH2:10][C:11]([NH:29][C:28]1[CH:30]=[C:24]([CH:21]([CH3:22])[CH3:23])[CH:25]=[CH:26][C:27]=1[CH3:31])=[O:13]. The yield is 0.810. (3) The reactants are [I-:1].[CH3:2][C:3]1[SH+:4][CH:5]=[CH:6][CH:7]=[CH:8][CH:9]=[CH:10][CH:11]=1.CI. The catalyst is CO. The product is [IH:1].[I-:1].[CH3:2][C:3]1[SH+:4][CH:5]=[CH:6][CH:7]=[CH:8][CH:9]=[CH:10][CH:11]=1. The yield is 0.460. (4) The catalyst is Cl.O1CCOCC1.CN(C1C=CN=CC=1)C. The yield is 0.870. The product is [F:10][C:9]([F:12])([F:11])[C:7]1[CH:6]=[C:5]([C@H:13]([O:15][C@H:16]2[CH2:20][N:19]3[C@@H:18]([CH2:28][CH2:29][CH2:30][C:21]3=[O:22])[C@@H:17]2[C:34]2[CH:39]=[CH:38][C:37]([F:40])=[CH:36][CH:35]=2)[CH3:14])[CH:4]=[C:3]([C:2]([F:41])([F:1])[F:42])[CH:8]=1. The reactants are [F:1][C:2]([F:42])([F:41])[C:3]1[CH:4]=[C:5]([C@H:13]([O:15][C@H:16]2[CH2:20][N:19]([C:21](OC(C)(C)C)=[O:22])[C@@H:18]([CH2:28][CH2:29][CH2:30]C(O)=O)[C@@H:17]2[C:34]2[CH:39]=[CH:38][C:37]([F:40])=[CH:36][CH:35]=2)[CH3:14])[CH:6]=[C:7]([C:9]([F:12])([F:11])[F:10])[CH:8]=1.CCN(C(C)C)C(C)C.C(Cl)CCl. (5) The reactants are [NH:1]([C:8]([O:10][C:11]([CH3:14])([CH3:13])[CH3:12])=[O:9])[C@@H:2]([C:5]([OH:7])=[O:6])[CH2:3][OH:4].[H-].[Na+].[F:17][C:18]([F:32])([F:31])[C:19]1[CH:20]=[C:21]([CH:24]=[C:25]([C:27]([F:30])([F:29])[F:28])[CH:26]=1)[CH2:22]Br.O. The catalyst is CN(C=O)C. The product is [F:17][C:18]([F:31])([F:32])[C:19]1[CH:20]=[C:21]([CH:24]=[C:25]([C:27]([F:30])([F:28])[F:29])[CH:26]=1)[CH2:22][O:4][CH2:3][C@@H:2]([NH:1][C:8]([O:10][C:11]([CH3:14])([CH3:13])[CH3:12])=[O:9])[C:5]([OH:7])=[O:6]. The yield is 0.820. (6) The reactants are [NH2:1][CH:2]([C:4]1[CH:9]=[CH:8][C:7]([NH:10][S:11]([CH3:14])(=[O:13])=[O:12])=[C:6]([C:15]#[C:16][C:17]2[CH:22]=[CH:21][CH:20]=[CH:19][CH:18]=2)[CH:5]=1)[CH3:3].[C:23]([C:27]1[CH:32]=[CH:31][C:30]([N:33]=[C:34]=[O:35])=[CH:29][CH:28]=1)([CH3:26])([CH3:25])[CH3:24]. The catalyst is C(Cl)Cl. The product is [C:23]([C:27]1[CH:32]=[CH:31][C:30]([NH:33][C:34](=[O:35])[NH:1][CH:2]([C:4]2[CH:9]=[CH:8][C:7]([NH:10][S:11]([CH3:14])(=[O:13])=[O:12])=[C:6]([C:15]#[C:16][C:17]3[CH:18]=[CH:19][CH:20]=[CH:21][CH:22]=3)[CH:5]=2)[CH3:3])=[CH:29][CH:28]=1)([CH3:26])([CH3:24])[CH3:25]. The yield is 0.350.